From a dataset of Catalyst prediction with 721,799 reactions and 888 catalyst types from USPTO. Predict which catalyst facilitates the given reaction. Reactant: [CH2:1]([O:8][CH2:9][C@@H:10]([O:14][Si](C)(C)C)[CH2:11][C:12]#[N:13])[C:2]1[CH:7]=[CH:6][CH:5]=[CH:4][CH:3]=1.[F-].C([N+](CCCC)(CCCC)CCCC)CCC. Product: [CH2:1]([O:8][CH2:9][C@@H:10]([OH:14])[CH2:11][C:12]#[N:13])[C:2]1[CH:7]=[CH:6][CH:5]=[CH:4][CH:3]=1. The catalyst class is: 7.